This data is from Full USPTO retrosynthesis dataset with 1.9M reactions from patents (1976-2016). The task is: Predict the reactants needed to synthesize the given product. (1) Given the product [F:19][C:20]1[CH:21]=[C:22]([N:5]2[C:6]([CH2:8][NH:9][C:10](=[O:16])[O:11][C:12]([CH3:14])([CH3:15])[CH3:13])=[CH:7][C:3]([C:2]([F:1])([F:17])[F:18])=[N:4]2)[CH:23]=[C:24]([F:26])[CH:25]=1, predict the reactants needed to synthesize it. The reactants are: [F:1][C:2]([F:18])([F:17])[C:3]1[CH:7]=[C:6]([CH2:8][NH:9][C:10](=[O:16])[O:11][C:12]([CH3:15])([CH3:14])[CH3:13])[NH:5][N:4]=1.[F:19][C:20]1[CH:21]=[C:22](B(O)O)[CH:23]=[C:24]([F:26])[CH:25]=1.N1C=CC=CC=1. (2) Given the product [Cl:23][C:24]1[N:29]=[CH:28][C:27]([CH2:30][N:31]([CH2:32][CH:33]([F:35])[F:34])[C:14]2[CH2:13][O:12][C:11](=[O:10])[CH:15]=2)=[CH:26][CH:25]=1, predict the reactants needed to synthesize it. The reactants are: S([O-])(O)(=O)=O.[K+].C([O:10][C:11]1[O:12][CH2:13][C:14](=O)[C:15]=1C(OC(C)C)=O)(C)C.[Cl:23][C:24]1[N:29]=[CH:28][C:27]([CH2:30][NH:31][CH2:32][CH:33]([F:35])[F:34])=[CH:26][CH:25]=1. (3) The reactants are: C(Cl)(=O)C(Cl)=O.CS(C)=O.[CH2:11]([N:18]([CH2:26][C:27]1[CH:32]=[CH:31][CH:30]=[CH:29][CH:28]=1)[C@H:19]1[CH2:24][CH2:23][C@H:22]([OH:25])[CH2:21][CH2:20]1)[C:12]1[CH:17]=[CH:16][CH:15]=[CH:14][CH:13]=1.C(N(CC)CC)C. Given the product [CH2:26]([N:18]([CH2:11][C:12]1[CH:17]=[CH:16][CH:15]=[CH:14][CH:13]=1)[CH:19]1[CH2:20][CH2:21][C:22](=[O:25])[CH2:23][CH2:24]1)[C:27]1[CH:28]=[CH:29][CH:30]=[CH:31][CH:32]=1, predict the reactants needed to synthesize it. (4) Given the product [C:15]([O:14][C:12]([N:9]1[CH2:10][CH2:11][N:6]([C:4]([C:3]2[CH:2]=[CH:22][C:21]([B:23]([OH:27])[OH:24])=[CH:20][CH:19]=2)=[O:5])[CH2:7][CH2:8]1)=[O:13])([CH3:18])([CH3:16])[CH3:17], predict the reactants needed to synthesize it. The reactants are: F[C:2]1[CH:22]=[C:21]([B:23]2[O:27]C(C)(C)C(C)(C)[O:24]2)[CH:20]=[CH:19][C:3]=1[C:4]([N:6]1[CH2:11][CH2:10][N:9]([C:12]([O:14][C:15]([CH3:18])([CH3:17])[CH3:16])=[O:13])[CH2:8][CH2:7]1)=[O:5].I([O-])(=O)(=O)=O.[Na+]. (5) Given the product [S:52]1[C:21]2[CH:20]=[CH:19][CH:18]=[CH:17][C:16]=2[N:15]=[C:14]1[NH:13][C@@H:9]1[CH2:10][CH2:11][CH2:12][C@H:8]1[NH:7][C:5](=[O:6])[C:4]1[C:3]([O:2][CH3:1])=[CH:27][CH:26]=[CH:25][C:24]=1[O:28][CH3:29], predict the reactants needed to synthesize it. The reactants are: [CH3:1][O:2][C:3]1[CH:27]=[CH:26][CH:25]=[C:24]([O:28][CH3:29])[C:4]=1[C:5]([NH:7][C@H:8]1[CH2:12][CH2:11][CH2:10][C@H:9]1[NH:13][C:14]1C=N[C:21]2[C:16](=[CH:17][CH:18]=[CH:19][CH:20]=2)[N:15]=1)=[O:6].Cl.N[C@@H]1CCC[C@H]1NC(=O)C1C(OC)=CC=CC=1OC.ClC1[S:52]C2C=CC=CC=2N=1. (6) Given the product [Cl:25][CH2:26][CH2:27][N:28]([CH2:15][C:14]1[CH:17]=[CH:18][C:11]([O:10][C:9]2[CH:19]=[CH:20][C:6]([NH:5][S:2]([CH3:1])(=[O:4])=[O:3])=[CH:7][CH:8]=2)=[CH:12][CH:13]=1)[CH2:29][CH2:30][Cl:31], predict the reactants needed to synthesize it. The reactants are: [CH3:1][S:2]([NH:5][C:6]1[CH:20]=[CH:19][C:9]([O:10][C:11]2[CH:18]=[CH:17][C:14]([CH:15]=O)=[CH:13][CH:12]=2)=[CH:8][CH:7]=1)(=[O:4])=[O:3].C(O)(=O)C.[Cl:25][CH2:26][CH2:27][NH:28][CH2:29][CH2:30][Cl:31].C(O[BH-](OC(=O)C)OC(=O)C)(=O)C.[Na+].